From a dataset of Orexin1 receptor HTS with 218,158 compounds and 233 confirmed actives. Binary Classification. Given a drug SMILES string, predict its activity (active/inactive) in a high-throughput screening assay against a specified biological target. The drug is S(=O)(=O)(N1CC(CCC1)C(=O)Nc1ccc(F)cc1)c1cc2c([nH]c(=O)cc2)cc1. The result is 0 (inactive).